From a dataset of Full USPTO retrosynthesis dataset with 1.9M reactions from patents (1976-2016). Predict the reactants needed to synthesize the given product. (1) Given the product [O:11]([C:18]1[CH:19]=[CH:20][C:21]([O:24][C:2]2[C:3]3[N:10]([C@@H:34]4[CH2:33][C@H:32]([NH:31][C:30](=[O:37])[CH:38]=[CH2:39])[CH2:35]4)[CH:9]=[CH:8][C:4]=3[N:5]=[CH:6][N:7]=2)=[CH:22][CH:23]=1)[C:12]1[CH:17]=[CH:16][CH:15]=[CH:14][CH:13]=1, predict the reactants needed to synthesize it. The reactants are: Cl[C:2]1[C:3]2[NH:10][CH:9]=[CH:8][C:4]=2[N:5]=[CH:6][N:7]=1.[O:11]([C:18]1[CH:23]=[CH:22][C:21]([OH:24])=[CH:20][CH:19]=1)[C:12]1[CH:17]=[CH:16][CH:15]=[CH:14][CH:13]=1.C(O[C:30](=[O:37])[NH:31][C@H:32]1[CH2:35][C@H:34](O)[CH2:33]1)(C)(C)C.[C:38](Cl)(=O)[CH:39]=C. (2) Given the product [Cl:1][C:2]1[CH:19]=[CH:18][CH:17]=[CH:16][C:3]=1[CH2:4][N:5]1[C:13]2[C:8](=[CH:9][CH:10]=[CH:11][CH:12]=2)[C:7]([OH:14])([CH2:23][N+:20]([O-:22])=[O:21])[C:6]1=[O:15], predict the reactants needed to synthesize it. The reactants are: [Cl:1][C:2]1[CH:19]=[CH:18][CH:17]=[CH:16][C:3]=1[CH2:4][N:5]1[C:13]2[C:8](=[CH:9][CH:10]=[CH:11][CH:12]=2)[C:7](=[O:14])[C:6]1=[O:15].[N+:20]([CH3:23])([O-:22])=[O:21]. (3) Given the product [Br:1][C:2]1[CH:7]=[C:6]([NH:17][C:20]([O:26][C:22]([CH3:25])([CH3:24])[CH3:23])=[O:34])[N:5]=[C:4]([C:11]([O:13][CH3:14])=[O:12])[CH:3]=1, predict the reactants needed to synthesize it. The reactants are: [Br:1][C:2]1[CH:7]=[C:6](C(O)=O)[N:5]=[C:4]([C:11]([O:13][CH3:14])=[O:12])[CH:3]=1.C([N:17]([CH2:20]C)CC)C.[C:22]([OH:26])([CH3:25])([CH3:24])[CH3:23].C1(P(N=[N+]=[N-])(C2C=CC=CC=2)=[O:34])C=CC=CC=1. (4) Given the product [O:1]=[C:2]1[C:11]2[C:6](=[CH:7][CH:8]=[CH:9][CH:10]=2)[C:5]([O:12][CH2:13][CH2:14][CH2:15][CH2:16][C:17]([O:19][C:27]2[CH:26]=[CH:25][CH:24]=[C:23]([N:22]([CH3:30])[CH3:21])[CH:28]=2)=[O:18])=[CH:4][C:3]1=[O:20], predict the reactants needed to synthesize it. The reactants are: [O:1]=[C:2]1[C:11]2[C:6](=[CH:7][CH:8]=[CH:9][CH:10]=2)[C:5]([O:12][CH2:13][CH2:14][CH2:15][CH2:16][C:17]([OH:19])=[O:18])=[CH:4][C:3]1=[O:20].[CH3:21][N:22]([CH3:30])[C:23]1[CH:24]=[C:25](O)[CH:26]=[CH:27][CH:28]=1.C1CCC(N=C=NC2CCCCC2)CC1. (5) Given the product [NH2:28][C:24]1[CH:23]=[C:22]([CH:27]=[CH:26][CH:25]=1)[CH2:21][NH:20][C:12]1[C:13]2[C:18]([CH3:19])=[N:17][CH:16]=[N:15][C:14]=2[N:9]([O:8][CH2:1][C:2]2[CH:3]=[CH:4][CH:5]=[CH:6][CH:7]=2)[C:10](=[O:31])[CH:11]=1, predict the reactants needed to synthesize it. The reactants are: [CH2:1]([O:8][N:9]1[C:14]2[N:15]=[CH:16][N:17]=[C:18]([CH3:19])[C:13]=2[C:12]([NH:20][CH2:21][C:22]2[CH:27]=[CH:26][CH:25]=[C:24]([N+:28]([O-])=O)[CH:23]=2)=[CH:11][C:10]1=[O:31])[C:2]1[CH:7]=[CH:6][CH:5]=[CH:4][CH:3]=1.[Cl-].[NH4+].C(Cl)(Cl)Cl.C(=O)(O)[O-].[Na+].